Predict the product of the given reaction. From a dataset of Forward reaction prediction with 1.9M reactions from USPTO patents (1976-2016). (1) Given the reactants [CH2:1]([C:4]1([CH3:17])[C:13]2[C:8](=[CH:9][CH:10]=[CH:11][CH:12]=2)[C:7](=[O:14])[CH:6]=[C:5]1[O:15]C)[CH:2]=[CH2:3].[OH-].[Na+].Cl, predict the reaction product. The product is: [CH2:1]([C:4]1([CH3:17])[C:13]2[C:8](=[CH:9][CH:10]=[CH:11][CH:12]=2)[C:7]([OH:14])=[CH:6][C:5]1=[O:15])[CH:2]=[CH2:3]. (2) The product is: [OH:35][C:32]1[CH:33]=[CH:34][C:29]([C:10]2[CH:11]=[CH:12][C:13]([C:15]3[CH:20]=[CH:19][C:18]([CH2:21][CH2:22][C:23]#[N:24])=[CH:17][C:16]=3[CH2:25][CH:26]([CH3:27])[CH3:28])=[CH:14][C:9]=2[CH2:5][CH:6]([CH3:8])[CH3:7])=[CH:30][C:31]=1[CH2:37][C:38]1[C:47]2[C:42](=[CH:43][CH:44]=[CH:45][CH:46]=2)[CH:41]=[CH:40][CH:39]=1. Given the reactants B(Br)(Br)Br.[CH2:5]([C:9]1[CH:14]=[C:13]([C:15]2[CH:20]=[CH:19][C:18]([CH2:21][CH2:22][C:23]#[N:24])=[CH:17][C:16]=2[CH2:25][CH:26]([CH3:28])[CH3:27])[CH:12]=[CH:11][C:10]=1[C:29]1[CH:34]=[CH:33][C:32]([O:35]C)=[C:31]([CH2:37][C:38]2[C:47]3[C:42](=[CH:43][CH:44]=[CH:45][CH:46]=3)[CH:41]=[CH:40][CH:39]=2)[CH:30]=1)[CH:6]([CH3:8])[CH3:7].O, predict the reaction product. (3) Given the reactants Cl.[CH2:2]([NH:9][C:10]1[C:15]([NH:16][NH2:17])=[N:14][C:13]2=[N:18][O:19][N:20]=[C:12]2[N:11]=1)[C:3]1[CH:8]=[CH:7][CH:6]=[CH:5][CH:4]=1.[O:21]1[C:25]2[CH:26]=[CH:27][CH:28]=[CH:29][C:24]=2[CH:23]=[C:22]1[CH:30]=O, predict the reaction product. The product is: [O:21]1[C:25]2[CH:26]=[CH:27][CH:28]=[CH:29][C:24]=2[CH:23]=[C:22]1[CH:30]=[N:17][NH:16][C:15]1[C:10]([NH:9][CH2:2][C:3]2[CH:4]=[CH:5][CH:6]=[CH:7][CH:8]=2)=[N:11][C:12]2[C:13](=[N:18][O:19][N:20]=2)[N:14]=1. (4) Given the reactants [CH3:1][N:2](C)CCCN=C=NCC.[C:12]1([O:22][CH2:23][C:24]([OH:26])=O)[C:21]2[C:16](=[CH:17][CH:18]=[CH:19][CH:20]=2)[CH:15]=[CH:14][CH:13]=1.ON1C2C=CC=CC=2N=N1.CN, predict the reaction product. The product is: [CH3:1][NH:2][C:24](=[O:26])[CH2:23][O:22][C:12]1[C:21]2[C:16](=[CH:17][CH:18]=[CH:19][CH:20]=2)[CH:15]=[CH:14][CH:13]=1. (5) Given the reactants [NH2:1][C@@H:2]([CH2:10][C:11]1[C:19]2[C:14](=[CH:15][CH:16]=[CH:17][CH:18]=2)[NH:13][CH:12]=1)[C:3]([O:5][C:6]([CH3:9])([CH3:8])[CH3:7])=[O:4].[C:20]1([CH:26]([C:37]2[CH:42]=[CH:41][CH:40]=[CH:39][CH:38]=2)[N:27]2[CH:32]=[CH:31][CH:30]=[C:29]([C:33](O)=[O:34])[C:28]2=[O:36])[CH:25]=[CH:24][CH:23]=[CH:22][CH:21]=1.C(N(C(C)C)CC)(C)C.CN(C(ON1N=NC2C=CC=CC1=2)=[N+](C)C)C.F[P-](F)(F)(F)(F)F, predict the reaction product. The product is: [C:37]1([CH:26]([C:20]2[CH:21]=[CH:22][CH:23]=[CH:24][CH:25]=2)[N:27]2[CH:32]=[CH:31][CH:30]=[C:29]([C:33]([NH:1][C@@H:2]([CH2:10][C:11]3[C:19]4[C:14](=[CH:15][CH:16]=[CH:17][CH:18]=4)[NH:13][CH:12]=3)[C:3]([O:5][C:6]([CH3:7])([CH3:9])[CH3:8])=[O:4])=[O:34])[C:28]2=[O:36])[CH:38]=[CH:39][CH:40]=[CH:41][CH:42]=1. (6) Given the reactants [F:1][C:2]1[CH:3]=[C:4]([C:8]2[C@:9]3([CH2:25][CH2:24][C@H:23]4[C@@H:14]([CH2:15][CH2:16][C:17]5[CH:18]=[C:19]([OH:26])[CH:20]=[CH:21][C:22]=54)[C@@H:11]3[CH2:12][CH:13]=2)[CH3:10])[CH:5]=[N:6][CH:7]=1.Cl[CH2:28][C:29]([CH3:35])([CH3:34])[C:30]([O:32]C)=[O:31].C(=O)([O-])[O-].[K+].[K+].[I-].[K+].[OH-].[Na+].C(O)(=O)CC(CC(O)=O)(C(O)=O)O, predict the reaction product. The product is: [F:1][C:2]1[CH:3]=[C:4]([C:8]2[C@:9]3([CH2:25][CH2:24][C@H:23]4[C@@H:14]([CH2:15][CH2:16][C:17]5[CH:18]=[C:19]([O:26][CH2:28][C:29]([CH3:35])([CH3:34])[C:30]([OH:32])=[O:31])[CH:20]=[CH:21][C:22]=54)[C@@H:11]3[CH2:12][CH:13]=2)[CH3:10])[CH:5]=[N:6][CH:7]=1. (7) Given the reactants [Na].CC1C=CC(S([O-])=O)=CC=1.[NH2:12][C:13]1[C:22]([C:23]([O:25]CC=C)=[O:24])=[C:16]2[N:17]=[CH:18][C:19]([F:21])=[CH:20][N:15]2[N:14]=1, predict the reaction product. The product is: [NH2:12][C:13]1[C:22]([C:23]([OH:25])=[O:24])=[C:16]2[N:17]=[CH:18][C:19]([F:21])=[CH:20][N:15]2[N:14]=1.